Dataset: Catalyst prediction with 721,799 reactions and 888 catalyst types from USPTO. Task: Predict which catalyst facilitates the given reaction. (1) Reactant: [O:1]=[C:2]([CH2:9][CH3:10])[CH2:3][C:4]([O:6][CH2:7][CH3:8])=[O:5].[Br:11]Br. Product: [Br:11][CH:3]([C:2](=[O:1])[CH2:9][CH3:10])[C:4]([O:6][CH2:7][CH3:8])=[O:5]. The catalyst class is: 6. (2) Reactant: Cl[CH2:2][C:3]1[N:4]=[C:5]2[N:10]=[CH:9][C:8]([C:11]3[CH:16]=[CH:15][C:14]([F:17])=[CH:13][C:12]=3[F:18])=[N:7][N:6]2[CH:19]=1.[C:20]1([OH:26])[CH:25]=[CH:24][CH:23]=[CH:22][CH:21]=1.C(=O)([O-])[O-].[K+].[K+]. Product: [F:18][C:12]1[CH:13]=[C:14]([F:17])[CH:15]=[CH:16][C:11]=1[C:8]1[CH:9]=[N:10][C:5]2[N:6]([CH:19]=[C:3]([CH2:2][O:26][C:20]3[CH:25]=[CH:24][CH:23]=[CH:22][CH:21]=3)[N:4]=2)[N:7]=1. The catalyst class is: 9. (3) Reactant: C(OC([N:8]1[CH2:12][CH2:11][C@@H:10]([C:13]2[N:17]3[CH:18]=[C:19]([F:22])[CH:20]=[CH:21][C:16]3=[N:15][N:14]=2)[CH2:9]1)=O)(C)(C)C.C(O)(C(F)(F)F)=O. Product: [F:22][C:19]1[CH:20]=[CH:21][C:16]2[N:17]([C:13]([C@@H:10]3[CH2:11][CH2:12][NH:8][CH2:9]3)=[N:14][N:15]=2)[CH:18]=1. The catalyst class is: 2.